From a dataset of Forward reaction prediction with 1.9M reactions from USPTO patents (1976-2016). Predict the product of the given reaction. Given the reactants [Cl:1][C:2]1[CH:3]=[C:4]2[C:13](=[CH:14][CH:15]=1)[C:12]([NH:16][CH2:17][CH2:18][CH2:19][CH2:20][CH2:21][CH2:22][CH2:23][NH2:24])=[C:11]1[C:6]([CH2:7][CH2:8][CH2:9][CH2:10]1)=[N:5]2.[N+](C1C=CC([O:34][C:35](=O)[O:36][CH2:37][CH2:38][C:39]2[C:47]3[C:42](=[CH:43][CH:44]=[CH:45][CH:46]=3)[NH:41][CH:40]=2)=CC=1)([O-])=O, predict the reaction product. The product is: [NH:41]1[C:42]2[C:47](=[CH:46][CH:45]=[CH:44][CH:43]=2)[C:39]([CH2:38][CH2:37][O:36][C:35](=[O:34])[NH:24][CH2:23][CH2:22][CH2:21][CH2:20][CH2:19][CH2:18][CH2:17][NH:16][C:12]2[C:11]3[C:6]([N:5]=[C:4]4[C:13]=2[CH2:14][CH2:15][CH:2]([Cl:1])[CH2:3]4)=[CH:7][CH:8]=[CH:9][CH:10]=3)=[CH:40]1.